The task is: Predict the reaction yield, written as a fraction of the theoretical maximum amount of product (1.0 means a 100% yield; for example, 0.34 means a 34% yield).. This data is from Reaction yield outcomes from USPTO patents with 853,638 reactions. (1) The yield is 0.613. The catalyst is C1COCC1. The reactants are Br[C:2]1[CH:7]=[CH:6][C:5]([Cl:8])=[CH:4][C:3]=1[CH2:9][OH:10].[Li]CCCC.[O:16]=[C:17]1[CH2:22][CH2:21][N:20]([C:23]([O:25][C:26]([CH3:29])([CH3:28])[CH3:27])=[O:24])[CH2:19][CH2:18]1. The product is [Cl:8][C:5]1[CH:6]=[CH:7][C:2]([C:17]2([OH:16])[CH2:18][CH2:19][N:20]([C:23]([O:25][C:26]([CH3:28])([CH3:27])[CH3:29])=[O:24])[CH2:21][CH2:22]2)=[C:3]([CH2:9][OH:10])[CH:4]=1. (2) The reactants are [CH2:1]([O:3][C:4](=[O:10])[CH:5]([Cl:9])[O:6][CH2:7][CH3:8])[CH3:2].[C:11]1([P:17]([C:24]2[CH:29]=[CH:28][CH:27]=[CH:26][CH:25]=2)[C:18]2[CH:23]=[CH:22][CH:21]=[CH:20][CH:19]=2)[CH:16]=[CH:15][CH:14]=[CH:13][CH:12]=1. The catalyst is C(Cl)(Cl)Cl. The product is [Cl-:9].[CH2:7]([O:6][CH:5]([P+:17]([C:18]1[CH:19]=[CH:20][CH:21]=[CH:22][CH:23]=1)([C:24]1[CH:29]=[CH:28][CH:27]=[CH:26][CH:25]=1)[C:11]1[CH:12]=[CH:13][CH:14]=[CH:15][CH:16]=1)[C:4]([O:3][CH2:1][CH3:2])=[O:10])[CH3:8]. The yield is 0.820. (3) The reactants are [O:1]=[C:2]1[CH2:10][C:9]2[C:4](=[CH:5][CH:6]=[C:7]([C:11]#[N:12])[CH:8]=2)[NH:3]1.Cl[C:14]1[CH:23]=[CH:22][C:21]2[CH:20]([O:24][CH3:25])[CH2:19][CH2:18][CH2:17][C:16]=2[N:15]=1.C([O-])([O-])=O.[K+].[K+].CC(C1C=C(C(C)C)C(C2C=CC=CC=2P(C2CCCCC2)C2CCCCC2)=C(C(C)C)C=1)C. The catalyst is C(OCC)(=O)C.C1C=CC(/C=C/C(/C=C/C2C=CC=CC=2)=O)=CC=1.C1C=CC(/C=C/C(/C=C/C2C=CC=CC=2)=O)=CC=1.C1C=CC(/C=C/C(/C=C/C2C=CC=CC=2)=O)=CC=1.[Pd].[Pd].O1CCCC1. The product is [CH3:25][O:24][CH:20]1[CH2:19][CH2:18][CH2:17][C:16]2[N:15]=[C:14]([CH:10]3[C:9]4[C:4](=[CH:5][CH:6]=[C:7]([C:11]#[N:12])[CH:8]=4)[NH:3][C:2]3=[O:1])[CH:23]=[CH:22][C:21]1=2. The yield is 0.220. (4) The reactants are C(=O)([O-])[O-].[K+].[K+].Br[CH2:8][CH3:9].[F:10][C:11]1[C:16]([OH:17])=[CH:15][N:14]=[C:13]2[N:18]([Si](C(C)C)(C(C)C)C(C)C)[CH:19]=[CH:20][C:12]=12.O.C(#N)C. The catalyst is CN(C=O)C. The product is [CH2:8]([O:17][C:16]1[C:11]([F:10])=[C:12]2[CH:20]=[CH:19][NH:18][C:13]2=[N:14][CH:15]=1)[CH3:9]. The yield is 0.120. (5) The reactants are [F:1][C:2]1[C:7]([O:8][CH3:9])=[CH:6][CH:5]=[CH:4][C:3]=1[C:10](C)([CH3:20])[CH2:11][C:12]([C:16]([F:19])([F:18])[F:17])([OH:15])[CH2:13][OH:14].ClCCl.C(N(CC)CC)C.[Cl-].[NH4+]. The catalyst is CS(C)=O. The product is [F:1][C:2]1[C:7]([O:8][CH3:9])=[CH:6][CH:5]=[CH:4][C:3]=1[CH:10]([CH3:20])[CH2:11][C:12]([OH:15])([C:16]([F:18])([F:19])[F:17])[CH:13]=[O:14]. The yield is 0.850. (6) The reactants are [F:1][C:2]1[CH:7]=[CH:6][CH:5]=[C:4]([F:8])[C:3]=1[C:9]1[CH:18]=[CH:17][C:16]2[C:11](=[CH:12][CH:13]=[C:14]([O:19]C)[CH:15]=2)[C:10]=1[O:21][C:22]1[CH:36]=[CH:35][C:25]([O:26][CH2:27][CH2:28][N:29]2[CH2:34][CH2:33][CH2:32][CH2:31][CH2:30]2)=[CH:24][CH:23]=1.B(Br)(Br)Br.C(=O)(O)[O-].[Na+].C(Cl)(Cl)[Cl:47].C(O)(C)C. The catalyst is C(Cl)Cl. The product is [ClH:47].[F:8][C:4]1[CH:5]=[CH:6][CH:7]=[C:2]([F:1])[C:3]=1[C:9]1[C:10]([O:21][C:22]2[CH:36]=[CH:35][C:25]([O:26][CH2:27][CH2:28][N:29]3[CH2:30][CH2:31][CH2:32][CH2:33][CH2:34]3)=[CH:24][CH:23]=2)=[C:11]2[C:16](=[CH:17][CH:18]=1)[CH:15]=[C:14]([OH:19])[CH:13]=[CH:12]2. The yield is 0.480. (7) The reactants are [CH3:1]O.[Bi](Br)(Br)Br.[OH:7][CH:8]([C:10]1[CH:19]=[CH:18][C:13]([C:14]([O:16][CH3:17])=[O:15])=[CH:12][CH:11]=1)[CH3:9]. The catalyst is ClC(Cl)(Cl)Cl. The product is [CH3:17][O:16][C:14](=[O:15])[C:13]1[CH:18]=[CH:19][C:10]([CH:8]([O:7][CH3:1])[CH3:9])=[CH:11][CH:12]=1. The yield is 0.570.